The task is: Regression. Given a peptide amino acid sequence and an MHC pseudo amino acid sequence, predict their binding affinity value. This is MHC class I binding data.. This data is from Peptide-MHC class I binding affinity with 185,985 pairs from IEDB/IMGT. (1) The peptide sequence is LAAPCRNAL. The MHC is HLA-B58:01 with pseudo-sequence HLA-B58:01. The binding affinity (normalized) is 0.0847. (2) The MHC is HLA-B35:01 with pseudo-sequence HLA-B35:01. The binding affinity (normalized) is 0.0847. The peptide sequence is RPRLWRSVI. (3) The peptide sequence is ARLSSPIVL. The MHC is HLA-A02:03 with pseudo-sequence HLA-A02:03. The binding affinity (normalized) is 0.0847. (4) The peptide sequence is VVYRAFDIY. The MHC is HLA-A11:01 with pseudo-sequence HLA-A11:01. The binding affinity (normalized) is 0.537.